Task: Predict which catalyst facilitates the given reaction.. Dataset: Catalyst prediction with 721,799 reactions and 888 catalyst types from USPTO (1) Reactant: [CH:1]([C:4]1[N:13]=[CH:12][C:11]2[CH2:10][CH:9]([C:14]([O-:16])=O)[CH2:8][CH2:7][C:6]=2[N:5]=1)([CH3:3])[CH3:2].[Na+].[NH2:18][CH2:19][CH2:20][NH:21][C:22]([C:24]1[C:25]([C:35]([F:38])([F:37])[F:36])=[N:26][N:27]([C:29]2[CH:34]=[CH:33][CH:32]=[CH:31][CH:30]=2)[CH:28]=1)=[O:23].CCN=C=NCCCN(C)C.Cl.C1C=CC2N(O)N=NC=2C=1.O.C(N(CC)CC)C. Product: [CH:1]([C:4]1[N:13]=[CH:12][C:11]2[CH2:10][CH:9]([C:14]([NH:18][CH2:19][CH2:20][NH:21][C:22]([C:24]3[C:25]([C:35]([F:37])([F:38])[F:36])=[N:26][N:27]([C:29]4[CH:34]=[CH:33][CH:32]=[CH:31][CH:30]=4)[CH:28]=3)=[O:23])=[O:16])[CH2:8][CH2:7][C:6]=2[N:5]=1)([CH3:2])[CH3:3]. The catalyst class is: 59. (2) Reactant: [NH2:1][C:2]1[C:3]([F:24])=[C:4]2[C:8](=[CH:9][C:10]=1[F:11])[C:7](=O)[C:6]([CH2:20][CH2:21][CH2:22][CH3:23])([CH2:13][CH2:14][C:15](=[O:19])[CH2:16][CH2:17][CH3:18])[CH2:5]2.C(O)(=O)C.Cl.C([O-])([O-])=O.[Na+].[Na+]. Product: [NH2:1][C:2]1[C:3]([F:24])=[C:4]2[C:8]([C:7]3[C:6]([CH2:20][CH2:21][CH2:22][CH3:23])([CH2:5]2)[CH2:13][CH2:14][C:15](=[O:19])[C:16]=3[CH2:17][CH3:18])=[CH:9][C:10]=1[F:11]. The catalyst class is: 2. (3) Product: [Cl:1][C:2]1[CH:3]=[C:4]([C@@H:8]2[C@@H:13]([C:14]3[CH:19]=[CH:18][C:17]([Cl:20])=[CH:16][CH:15]=3)[N:12]([C@@H:21]([CH:32]3[CH2:33][CH2:34]3)[CH2:22][NH:23][S:24]([C:27]3[S:28][CH:29]=[CH:30][CH:31]=3)(=[O:26])=[O:25])[C:11](=[O:35])[C@:10]([CH2:37][C:38]([OH:40])=[O:39])([CH3:36])[CH2:9]2)[CH:5]=[CH:6][CH:7]=1. Reactant: [Cl:1][C:2]1[CH:3]=[C:4]([C@@H:8]2[C@@H:13]([C:14]3[CH:19]=[CH:18][C:17]([Cl:20])=[CH:16][CH:15]=3)[N:12]([C@@H:21]([CH:32]3[CH2:34][CH2:33]3)[CH2:22][NH:23][S:24]([C:27]3[S:28][CH:29]=[CH:30][CH:31]=3)(=[O:26])=[O:25])[C:11](=[O:35])[C@:10]([CH2:37][C:38]([O:40]C)=[O:39])([CH3:36])[CH2:9]2)[CH:5]=[CH:6][CH:7]=1.CO.C1COCC1.[Li+].[OH-]. The catalyst class is: 6. (4) Reactant: [O:1]=[C:2]([NH:25][C:26]1[NH:30][C:29]([C:31]2[CH:36]=[CH:35][N:34]=[CH:33][CH:32]=2)=[N:28][N:27]=1)[C@@H:3]([N:11]([CH2:19][C:20]1[N:21]=[CH:22][S:23][CH:24]=1)C(=O)OC(C)(C)C)[CH2:4][C:5]1[CH:10]=[CH:9][CH:8]=[CH:7][CH:6]=1.Cl.C([O-])(O)=O.[Na+]. Product: [C:5]1([CH2:4][C@H:3]([NH:11][CH2:19][C:20]2[N:21]=[CH:22][S:23][CH:24]=2)[C:2]([NH:25][C:26]2[NH:30][C:29]([C:31]3[CH:36]=[CH:35][N:34]=[CH:33][CH:32]=3)=[N:28][N:27]=2)=[O:1])[CH:10]=[CH:9][CH:8]=[CH:7][CH:6]=1. The catalyst class is: 38.